This data is from CYP2C9 inhibition data for predicting drug metabolism from PubChem BioAssay. The task is: Regression/Classification. Given a drug SMILES string, predict its absorption, distribution, metabolism, or excretion properties. Task type varies by dataset: regression for continuous measurements (e.g., permeability, clearance, half-life) or binary classification for categorical outcomes (e.g., BBB penetration, CYP inhibition). Dataset: cyp2c9_veith. The molecule is COC(=O)[C@@]1(Cc2ccc(F)cc2)[C@H]2c3cc(C(=O)N(C)C)n(Cc4ccc(OC)c(OC)c4)c3C[C@H]2CN1C(=O)c1ccccc1. The result is 1 (inhibitor).